This data is from NCI-60 drug combinations with 297,098 pairs across 59 cell lines. The task is: Regression. Given two drug SMILES strings and cell line genomic features, predict the synergy score measuring deviation from expected non-interaction effect. (1) Drug 1: C(=O)(N)NO. Synergy scores: CSS=-1.61, Synergy_ZIP=0.00609, Synergy_Bliss=0.653, Synergy_Loewe=-1.57, Synergy_HSA=-1.58. Drug 2: CC(C)(C#N)C1=CC(=CC(=C1)CN2C=NC=N2)C(C)(C)C#N. Cell line: UACC-257. (2) Drug 1: CC1C(C(CC(O1)OC2CC(CC3=C2C(=C4C(=C3O)C(=O)C5=C(C4=O)C(=CC=C5)OC)O)(C(=O)C)O)N)O.Cl. Drug 2: CC(C)(C#N)C1=CC(=CC(=C1)CN2C=NC=N2)C(C)(C)C#N. Cell line: IGROV1. Synergy scores: CSS=14.9, Synergy_ZIP=-7.29, Synergy_Bliss=-7.16, Synergy_Loewe=-22.6, Synergy_HSA=-5.98. (3) Drug 1: CN(C)N=NC1=C(NC=N1)C(=O)N. Drug 2: C1C(C(OC1N2C=NC3=C(N=C(N=C32)Cl)N)CO)O. Cell line: OVCAR3. Synergy scores: CSS=3.32, Synergy_ZIP=-2.01, Synergy_Bliss=-1.29, Synergy_Loewe=-8.66, Synergy_HSA=-1.93. (4) Drug 1: C1CCN(CC1)CCOC2=CC=C(C=C2)C(=O)C3=C(SC4=C3C=CC(=C4)O)C5=CC=C(C=C5)O. Drug 2: COCCOC1=C(C=C2C(=C1)C(=NC=N2)NC3=CC=CC(=C3)C#C)OCCOC.Cl. Cell line: SF-539. Synergy scores: CSS=-4.56, Synergy_ZIP=0.904, Synergy_Bliss=-1.13, Synergy_Loewe=-6.30, Synergy_HSA=-5.24.